Dataset: Catalyst prediction with 721,799 reactions and 888 catalyst types from USPTO. Task: Predict which catalyst facilitates the given reaction. (1) Reactant: [H-].[Na+].[F:3][C:4]1[CH:9]=[CH:8][C:7]([C:10](=[O:22])[CH2:11][CH2:12][CH2:13][CH:14]([OH:21])[N:15]2[CH2:20][CH2:19][O:18][CH2:17][CH2:16]2)=[CH:6][CH:5]=1.[CH2:23](Br)[C:24]1[CH:29]=[CH:28][CH:27]=[CH:26][CH:25]=1.C1(C)C=CC=CC=1. Product: [CH2:23]([O:22][CH:10]([C:7]1[CH:8]=[CH:9][C:4]([F:3])=[CH:5][CH:6]=1)[CH2:11][CH2:12][CH2:13][C:14]([N:15]1[CH2:20][CH2:19][O:18][CH2:17][CH2:16]1)=[O:21])[C:24]1[CH:29]=[CH:28][CH:27]=[CH:26][CH:25]=1. The catalyst class is: 188. (2) Reactant: Br[C:2]1[C:11]2[CH:12]([CH2:14][N:15]3[CH2:20][CH2:19][CH:18]([N:21]([CH2:29][C:30]4[N:35]=[CH:34][C:33]5[O:36][CH2:37][CH2:38][O:39][C:32]=5[CH:31]=4)[C:22](=[O:28])[O:23][C:24]([CH3:27])([CH3:26])[CH3:25])[CH2:17][CH2:16]3)[CH2:13][N:9]3[C:10]=2[C:5]([CH:6]=[CH:7][C:8]3=[O:40])=[CH:4][CH:3]=1.[Cu][C:42]#[N:43]. Product: [C:42]([C:2]1[C:11]2[CH:12]([CH2:14][N:15]3[CH2:20][CH2:19][CH:18]([N:21]([CH2:29][C:30]4[N:35]=[CH:34][C:33]5[O:36][CH2:37][CH2:38][O:39][C:32]=5[CH:31]=4)[C:22](=[O:28])[O:23][C:24]([CH3:25])([CH3:26])[CH3:27])[CH2:17][CH2:16]3)[CH2:13][N:9]3[C:10]=2[C:5]([CH:6]=[CH:7][C:8]3=[O:40])=[CH:4][CH:3]=1)#[N:43]. The catalyst class is: 9. (3) Reactant: [NH2:1][C:2]1[CH:3]=[C:4]([OH:9])[CH:5]=[CH:6][C:7]=1[NH2:8].[CH3:10][O:11][C:12]([NH:14][C:15](=NC(OC)=O)SC)=[O:13]. Product: [CH3:10][O:11][C:12](=[O:13])[NH:14][C:15]1[NH:8][C:7]2[CH:6]=[CH:5][C:4]([OH:9])=[CH:3][C:2]=2[N:1]=1. The catalyst class is: 130. (4) Reactant: Br[C:2]1[C:7]2[S:8][C:9]([C:12]([N:14]3[CH2:19][CH2:18][O:17][CH2:16][CH2:15]3)=[O:13])=[C:10]([Cl:11])[C:6]=2[CH:5]=[C:4]([O:20][CH3:21])[C:3]=1[O:22][CH3:23].[Cu][C:25]#[N:26].O.C(OCC)(=O)C. Product: [Cl:11][C:10]1[C:6]2[CH:5]=[C:4]([O:20][CH3:21])[C:3]([O:22][CH3:23])=[C:2]([C:25]#[N:26])[C:7]=2[S:8][C:9]=1[C:12]([N:14]1[CH2:19][CH2:18][O:17][CH2:16][CH2:15]1)=[O:13]. The catalyst class is: 9. (5) Reactant: [C:9](O[C:9]([O:11][C:12]([CH3:15])([CH3:14])[CH3:13])=[O:10])([O:11][C:12]([CH3:15])([CH3:14])[CH3:13])=[O:10].[NH2:16][CH:17]([C:21]([CH3:24])([CH3:23])[CH3:22])[C:18]([OH:20])=[O:19]. Product: [C:12]([O:11][C:9]([NH:16][CH:17]([C:21]([CH3:24])([CH3:23])[CH3:22])[C:18]([OH:20])=[O:19])=[O:10])([CH3:13])([CH3:14])[CH3:15]. The catalyst class is: 3. (6) Reactant: [C:1]1([CH:7]([CH3:11])[C:8]([OH:10])=O)[CH:6]=[CH:5][CH:4]=[CH:3][CH:2]=1.O=S(Cl)Cl.[CH3:16][O:17][C:18](=[O:28])[C:19]1[C:24]([Br:25])=[CH:23][C:22]([Br:26])=[CH:21][C:20]=1[NH2:27].CCCCCC. Product: [CH3:16][O:17][C:18](=[O:28])[C:19]1[C:24]([Br:25])=[CH:23][C:22]([Br:26])=[CH:21][C:20]=1[NH:27][C:8](=[O:10])[CH:7]([C:1]1[CH:2]=[CH:3][CH:4]=[CH:5][CH:6]=1)[CH3:11]. The catalyst class is: 25. (7) Reactant: [Br:1][C:2]1[C:8]([F:9])=[CH:7][C:5]([NH2:6])=[C:4]([C:10]#[C:11][Si](C)(C)C)[CH:3]=1.O. Product: [Br:1][C:2]1[CH:3]=[C:4]2[C:5](=[CH:7][C:8]=1[F:9])[NH:6][CH:11]=[CH:10]2. The catalyst class is: 122. (8) Reactant: C([N:4]1[C:12]2[C:7](=[CH:8][C:9]([C:13]3[NH:14][C:15]4[N:16]([N:20]=[C:21]([CH3:23])[N:22]=4)[C:17](=[O:19])[CH:18]=3)=[CH:10][CH:11]=2)[CH:6]=[N:5]1)(=O)C.C(=O)([O-])[O-].[K+].[K+]. Product: [NH:4]1[C:12]2[C:7](=[CH:8][C:9]([C:13]3[NH:14][C:15]4[N:16]([N:20]=[C:21]([CH3:23])[N:22]=4)[C:17](=[O:19])[CH:18]=3)=[CH:10][CH:11]=2)[CH:6]=[N:5]1. The catalyst class is: 24. (9) Reactant: [Cl:1][C:2]1[CH:7]=[CH:6][C:5]([S:8]([N:11]([CH2:21][C:22]2[CH:31]=[CH:30][C:25]([C:26](OC)=[O:27])=[CH:24][CH:23]=2)[C@H:12]([C:15]2[CH:20]=[CH:19][CH:18]=[CH:17][CH:16]=2)[CH2:13][CH3:14])(=[O:10])=[O:9])=[CH:4][CH:3]=1.[NH2:32][CH2:33][CH:34]([OH:36])[CH3:35]. Product: [Cl:1][C:2]1[CH:7]=[CH:6][C:5]([S:8]([N:11]([CH2:21][C:22]2[CH:23]=[CH:24][C:25]([C:26]([NH:32][CH2:33][CH:34]([OH:36])[CH3:35])=[O:27])=[CH:30][CH:31]=2)[C@H:12]([C:15]2[CH:20]=[CH:19][CH:18]=[CH:17][CH:16]=2)[CH2:13][CH3:14])(=[O:9])=[O:10])=[CH:4][CH:3]=1. The catalyst class is: 13. (10) Reactant: [CH2:1]([C@@H:8]([NH:16][S:17]([C:20]1[CH:25]=[CH:24][C:23]([Cl:26])=[CH:22][CH:21]=1)(=[O:19])=[O:18])[C:9](=[N:13][O:14]C)[C:10]#[C:11][CH3:12])[C:2]1[CH:7]=[CH:6][CH:5]=[CH:4][CH:3]=1.[I:27]I.S([O-])([O-])(=O)=S.[Na+].[Na+]. Product: [Cl:26][C:23]1[CH:22]=[CH:21][C:20]([S:17]([NH:16][C@@H:8]([C:9]2[C:10]([I:27])=[C:11]([CH3:12])[O:14][N:13]=2)[CH2:1][C:2]2[CH:7]=[CH:6][CH:5]=[CH:4][CH:3]=2)(=[O:19])=[O:18])=[CH:25][CH:24]=1. The catalyst class is: 23.